Dataset: Reaction yield outcomes from USPTO patents with 853,638 reactions. Task: Predict the reaction yield, written as a fraction of the theoretical maximum amount of product (1.0 means a 100% yield; for example, 0.34 means a 34% yield). (1) The reactants are [CH3:1][O:2][C:3]([CH2:5]P(OC)(OC)=O)=[O:4].[H-].[Na+].[OH:14][C:15]1[CH:20]=[CH:19][C:18]([CH:21]2[CH2:26][CH2:25][C:24](=O)[CH2:23][CH2:22]2)=[CH:17][CH:16]=1.P(CC([O-])=O)(O)(O)=O.NC(N)=N. The catalyst is C1COCC1.CCOCC.CCCCCC. The product is [OH:14][C:15]1[CH:20]=[CH:19][C:18]([CH:21]2[CH2:26][CH2:25][C:24](=[CH:5][C:3]([O:2][CH3:1])=[O:4])[CH2:23][CH2:22]2)=[CH:17][CH:16]=1. The yield is 0.940. (2) The reactants are [Br:1][C:2]1[CH:7]=[C:6]([CH3:8])[C:5]([C:9]([F:12])([F:11])[F:10])=[CH:4][C:3]=1[CH2:13][NH2:14].[F:15][C:16]([F:30])([F:29])[C:17]1[CH:18]=[C:19]([CH:22]=[C:23]([C:25]([F:28])([F:27])[F:26])[CH:24]=1)[CH:20]=O.[B-](OC(C)=O)(OC(C)=O)OC(C)=O.[Na+].C([O-])(O)=O.[Na+]. The catalyst is C1(C)C=CC=CC=1.C(OCC)(=O)C. The product is [Br:1][C:2]1[CH:7]=[C:6]([CH3:8])[C:5]([C:9]([F:11])([F:12])[F:10])=[CH:4][C:3]=1[CH2:13][NH:14][CH2:20][C:19]1[CH:22]=[C:23]([C:25]([F:27])([F:28])[F:26])[CH:24]=[C:17]([C:16]([F:15])([F:29])[F:30])[CH:18]=1. The yield is 0.984. (3) The reactants are [C:1]([O:4][CH2:5][C:6]([CH3:36])([CH3:35])[CH2:7][N:8]1[C:14]2[CH:15]=[CH:16][C:17]([Cl:19])=[CH:18][C:13]=2[C@@H:12]([C:20]2[CH:25]=[CH:24][CH:23]=[C:22]([O:26][CH3:27])[C:21]=2[O:28][CH3:29])[O:11][C@H:10]([CH2:30][C:31]([OH:33])=O)[C:9]1=[O:34])(=[O:3])[CH3:2].C([N:39](CC)CC)C.ClC(OCC(C)C)=O.N[C:53]1[S:54][CH:55]=[C:56]([C:58]([O:60][CH2:61][CH3:62])=[O:59])[N:57]=1.N1C=CC=CC=1. The catalyst is CN(C)C=O.O. The product is [C:1]([O:4][CH2:5][C:6]([CH3:36])([CH3:35])[CH2:7][N:8]1[C:14]2[CH:15]=[CH:16][C:17]([Cl:19])=[CH:18][C:13]=2[C@@H:12]([C:20]2[CH:25]=[CH:24][CH:23]=[C:22]([O:26][CH3:27])[C:21]=2[O:28][CH3:29])[O:11][C@H:10]([CH2:30][C:31]([NH:39][C:55]2[S:54][CH:53]=[N:57][C:56]=2[C:58]([O:60][CH2:61][CH3:62])=[O:59])=[O:33])[C:9]1=[O:34])(=[O:3])[CH3:2]. The yield is 0.130. (4) The reactants are [CH3:1][N:2]1[CH:6]=[CH:5][CH:4]=[N:3]1.C([Li])CCC.[CH:12]12[O:17][CH:13]1[CH2:14][CH2:15][CH2:16]2.C(=O)([O-])O.[Na+]. The catalyst is C1COCC1. The product is [CH3:1][N:2]1[C:6]([C@H:12]2[CH2:16][CH2:15][CH2:14][C@@H:13]2[OH:17])=[CH:5][CH:4]=[N:3]1. The yield is 0.210. (5) The catalyst is C(O)C. The product is [Cl:2][C:3]1[CH:4]=[CH:5][C:6]([O:19][CH2:20][C:21]2[CH:26]=[CH:25][CH:24]=[CH:23][CH:22]=2)=[C:7]([CH2:9][C:10]2[S:11][CH:12]=[C:13]([C:15]3[NH:34][C:33]4[CH:32]=[CH:31][C:30]([CH2:35][CH2:36][OH:37])=[CH:29][C:28]=4[N:18]=3)[N:14]=2)[CH:8]=1. The yield is 0.340. The reactants are Cl.[Cl:2][C:3]1[CH:4]=[CH:5][C:6]([O:19][CH2:20][C:21]2[CH:26]=[CH:25][CH:24]=[CH:23][CH:22]=2)=[C:7]([CH2:9][C:10]2[S:11][CH:12]=[C:13]([C:15](=[NH:18])OC)[N:14]=2)[CH:8]=1.N[C:28]1[CH:29]=[C:30]([CH2:35][CH2:36][OH:37])[CH:31]=[CH:32][C:33]=1[NH2:34]. (6) The catalyst is CCO. The yield is 0.740. The product is [NH2:1][C:2]1[C:7]2=[CH:8][CH:9]=[C:10]([CH:11]([OH:12])[CH:13]3[CH2:16][N:15]([C:17]([O:19][C:20]([CH3:22])([CH3:21])[CH3:23])=[O:18])[CH2:14]3)[N:6]2[N:5]=[CH:4][N:3]=1. The reactants are [NH2:1][C:2]1[C:7]2=[CH:8][CH:9]=[C:10]([C:11]([CH:13]3[CH2:16][N:15]([C:17]([O:19][C:20]([CH3:23])([CH3:22])[CH3:21])=[O:18])[CH2:14]3)=[O:12])[N:6]2[N:5]=[CH:4][N:3]=1.[BH4-].[Na+].